Dataset: Forward reaction prediction with 1.9M reactions from USPTO patents (1976-2016). Task: Predict the product of the given reaction. (1) Given the reactants [CH3:1][C:2]1[C:3]([CH2:9][N:10]([CH2:17][C:18]2[C:23]([CH:24]([CH3:26])[CH3:25])=[CH:22][CH:21]=[CH:20][N:19]=2)[CH:11]2[CH2:16][CH2:15][NH:14][CH2:13][CH2:12]2)=[N:4][CH:5]=[C:6]([CH3:8])[CH:7]=1.C[Si]([N:31]=[C:32]=[O:33])(C)C, predict the reaction product. The product is: [CH3:1][C:2]1[C:3]([CH2:9][N:10]([CH2:17][C:18]2[C:23]([CH:24]([CH3:26])[CH3:25])=[CH:22][CH:21]=[CH:20][N:19]=2)[CH:11]2[CH2:16][CH2:15][N:14]([C:32]([NH2:31])=[O:33])[CH2:13][CH2:12]2)=[N:4][CH:5]=[C:6]([CH3:8])[CH:7]=1. (2) Given the reactants Cl.[O:2]1[CH:6]=[CH:5][N:4]=[C:3]1[C:7](=[NH:9])[NH2:8].[Br:10][C:11]1[CH:18]=[C:17]([F:19])[CH:16]=[CH:15][C:12]=1[CH:13]=O.O=[C:21]([CH3:28])[CH2:22][C:23]([O:25][CH2:26][CH3:27])=[O:24], predict the reaction product. The product is: [Br:10][C:11]1[CH:18]=[C:17]([F:19])[CH:16]=[CH:15][C:12]=1[CH:13]1[C:22]([C:23]([O:25][CH2:26][CH3:27])=[O:24])=[C:21]([CH3:28])[NH:8][C:7]([C:3]2[O:2][CH:6]=[CH:5][N:4]=2)=[N:9]1. (3) Given the reactants [Br:1][C:2]1[N:3]([CH2:17][C:18]2[CH:23]=[CH:22][CH:21]=[C:20]([CH2:24][C:25]([O:27][CH3:28])=[O:26])[CH:19]=2)[C:4]2[C:9]([N:10]=1)=[C:8]([NH2:11])[N:7]=[C:6]([O:12][CH2:13][CH2:14][CH2:15][OH:16])[N:5]=2.[C:29](OC(=O)C)(=[O:31])[CH3:30].C(N(CC)CC)C, predict the reaction product. The product is: [C:29]([O:16][CH2:15][CH2:14][CH2:13][O:12][C:6]1[N:5]=[C:4]2[C:9]([N:10]=[C:2]([Br:1])[N:3]2[CH2:17][C:18]2[CH:23]=[CH:22][CH:21]=[C:20]([CH2:24][C:25]([O:27][CH3:28])=[O:26])[CH:19]=2)=[C:8]([NH2:11])[N:7]=1)(=[O:31])[CH3:30]. (4) Given the reactants Cl[C:2]([C@@H:4]1[C@H:8]([CH3:9])[CH2:7][N:6]([C:10]([O:12][CH2:13][C:14]2[CH:19]=[CH:18][CH:17]=[CH:16][CH:15]=2)=[O:11])[CH2:5]1)=[O:3].[CH3:20][Si](C=[N+]=[N-])(C)C.[BrH:27].CCOCC, predict the reaction product. The product is: [Br:27][CH2:20][C:2]([C@@H:4]1[C@H:8]([CH3:9])[CH2:7][N:6]([C:10]([O:12][CH2:13][C:14]2[CH:19]=[CH:18][CH:17]=[CH:16][CH:15]=2)=[O:11])[CH2:5]1)=[O:3]. (5) Given the reactants [C:1]([O:5][C:6](=[O:33])[NH:7][CH2:8][CH2:9][CH2:10][N:11]1[C:20]2[CH:19]=[CH:18][C:17](I)=[CH:16][C:15]=2[C:14]2=[N:22][N:23]([CH:26]3[CH2:31][CH2:30][CH2:29][CH2:28][O:27]3)[C:24]([CH3:25])=[C:13]2[C:12]1=[O:32])([CH3:4])([CH3:3])[CH3:2].C(N(CC)CC)C.[CH2:41]([OH:44])[C:42]#[CH:43], predict the reaction product. The product is: [C:1]([O:5][C:6](=[O:33])[NH:7][CH2:8][CH2:9][CH2:10][N:11]1[C:20]2[CH:19]=[CH:18][C:17]([C:43]#[C:42][CH2:41][OH:44])=[CH:16][C:15]=2[C:14]2=[N:22][N:23]([CH:26]3[CH2:31][CH2:30][CH2:29][CH2:28][O:27]3)[C:24]([CH3:25])=[C:13]2[C:12]1=[O:32])([CH3:4])([CH3:3])[CH3:2]. (6) Given the reactants O[NH:2]C(=O)C.[C:6](=[O:9])([O-])[O-].[K+].[K+].[N:12]1([CH2:17][C:18]2[CH:44]=[CH:43][C:21]([CH2:22][N:23]3[CH:42]=[C:26]4[C:27]([NH:31][CH2:32][C:33]5[CH:40]=C[C:36]([C:37]#[N:38])=[C:35](F)[CH:34]=5)=[N:28][CH:29]=[CH:30][C:25]4=[N:24]3)=[CH:20][CH:19]=2)[CH:16]=[CH:15][CH:14]=[N:13]1, predict the reaction product. The product is: [N:12]1([CH2:17][C:18]2[CH:19]=[CH:20][C:21]([CH2:22][N:23]3[CH:42]=[C:26]4[C:27]([NH:31][CH2:32][C:33]5[CH:34]=[CH:35][C:36]6[C:37]([NH2:38])=[N:2][O:9][C:6]=6[CH:40]=5)=[N:28][CH:29]=[CH:30][C:25]4=[N:24]3)=[CH:43][CH:44]=2)[CH:16]=[CH:15][CH:14]=[N:13]1. (7) The product is: [Cl:22][C:23]1[CH:24]=[C:25]([NH:30][C:31]2[C:32]3[CH:39]=[C:38]([C:40]([NH:41][CH:42]4[CH2:47][CH2:46][N:45]([CH2:63][C:61]5[N:60]=[N:59][S:58][CH:62]=5)[CH2:44][CH2:43]4)=[O:3])[S:37][C:33]=3[N:34]=[CH:35][N:36]=2)[CH:26]=[CH:27][C:28]=1[F:29]. Given the reactants C(O[BH-](OC(=O)C)OC(=O)C)(=[O:3])C.[Na+].FC(F)(F)C(O)=O.[Cl:22][C:23]1[CH:24]=[C:25]([NH:30][C:31]2[C:32]3[CH:39]=[C:38]([C:40](=S)[NH:41][CH:42]4[CH2:47][CH2:46][NH:45][CH2:44][CH2:43]4)[S:37][C:33]=3[N:34]=[CH:35][N:36]=2)[CH:26]=[CH:27][C:28]=1[F:29].C(N(CC)C(C)C)(C)C.[S:58]1[CH:62]=[C:61]([CH:63]=O)[N:60]=[N:59]1.[O-]S([O-])(=O)=O.[Mg+2], predict the reaction product.